From a dataset of Reaction yield outcomes from USPTO patents with 853,638 reactions. Predict the reaction yield, written as a fraction of the theoretical maximum amount of product (1.0 means a 100% yield; for example, 0.34 means a 34% yield). (1) The reactants are [Cl:1][C:2]1[CH:3]=[N+:4]([O-:31])[CH:5]=[C:6]([Cl:30])[C:7]=1[CH2:8][C@H:9]([O:20][C:21]([C:23]1[S:24][C:25]([CH:28]=O)=[CH:26][CH:27]=1)=[O:22])[C:10]1[CH:15]=[CH:14][C:13]([O:16][CH3:17])=[C:12]([O:18][CH3:19])[CH:11]=1.[NH2:32][CH:33]([C:46]1[CH:51]=[CH:50][CH:49]=[CH:48][CH:47]=1)[C:34]([O:36][CH:37]1[CH2:43][CH:42]2[N:44]([CH3:45])[CH:39]([CH2:40][CH2:41]2)[CH2:38]1)=[O:35].C(O)(=O)C.C(O[BH-](OC(=O)C)OC(=O)C)(=O)C.[Na+]. The catalyst is ClCCl. The product is [Cl:30][C:6]1[CH:5]=[N+:4]([O-:31])[CH:3]=[C:2]([Cl:1])[C:7]=1[CH2:8][C@H:9]([O:20][C:21]([C:23]1[S:24][C:25]([CH2:28][NH:32][CH:33]([C:46]2[CH:47]=[CH:48][CH:49]=[CH:50][CH:51]=2)[C:34]([O:36][CH:37]2[CH2:38][CH:39]3[N:44]([CH3:45])[CH:42]([CH2:41][CH2:40]3)[CH2:43]2)=[O:35])=[CH:26][CH:27]=1)=[O:22])[C:10]1[CH:15]=[CH:14][C:13]([O:16][CH3:17])=[C:12]([O:18][CH3:19])[CH:11]=1. The yield is 0.280. (2) The reactants are C([C@@H]([C@H](C(O)=O)O)O)(O)=O.[CH3:11][C@@H:12]1[CH2:16][CH2:15][CH2:14][NH:13]1.[OH-].[Na+].[Cl-].[Na+].O.Cl[CH2:23][CH2:24][C:25]1[N:26]=[N:27][C:28]2[C:33]([CH:34]=1)=[CH:32][CH:31]=[C:30]([C:35]1[CH:42]=[CH:41][C:38]([C:39]#[N:40])=[CH:37][CH:36]=1)[CH:29]=2. The catalyst is C1(C)C=CC=CC=1. The product is [CH3:11][C@@H:12]1[CH2:16][CH2:15][CH2:14][N:13]1[CH2:23][CH2:24][C:25]1[N:26]=[N:27][C:28]2[C:33]([CH:34]=1)=[CH:32][CH:31]=[C:30]([C:35]1[CH:42]=[CH:41][C:38]([C:39]#[N:40])=[CH:37][CH:36]=1)[CH:29]=2. The yield is 0.270. (3) The reactants are O[CH2:2][C:3]1[C:4]([N+:12]([O-:14])=[O:13])=[C:5]([CH2:9][C:10]#[N:11])[CH:6]=[CH:7][CH:8]=1.C1(C)C=CC=CC=1.O1CCCC1.P(Br)(Br)(Br)(Br)[Br:28]. The catalyst is C(OCC)(=O)C. The product is [Br:28][CH2:2][C:3]1[C:4]([N+:12]([O-:14])=[O:13])=[C:5]([CH2:9][C:10]#[N:11])[CH:6]=[CH:7][CH:8]=1. The yield is 0.780.